Dataset: Full USPTO retrosynthesis dataset with 1.9M reactions from patents (1976-2016). Task: Predict the reactants needed to synthesize the given product. (1) Given the product [Br:18][C:19]1[CH:20]=[CH:21][C:22]([O:27][CH3:28])=[C:23]([CH2:24][NH:25][C:11](=[O:12])[O:13][C:14]([CH3:15])([CH3:16])[CH3:17])[CH:26]=1, predict the reactants needed to synthesize it. The reactants are: [BH4-].[Na+].[CH3:15][C:14]([O:13][C:11](O[C:11]([O:13][C:14]([CH3:17])([CH3:16])[CH3:15])=[O:12])=[O:12])([CH3:17])[CH3:16].[Br:18][C:19]1[CH:20]=[CH:21][C:22]([O:27][CH3:28])=[C:23]([CH:26]=1)[C:24]#[N:25]. (2) Given the product [CH3:25][C:23]1[S:24][C:20]([C:18]2[N:13]=[C:11]([NH:10][C:5]3[CH:6]=[CH:7][CH:8]=[CH:9][C:4]=3[O:3][C:2]([F:14])([F:1])[F:15])[S:12][CH:17]=2)=[C:21]([CH3:26])[N:22]=1, predict the reactants needed to synthesize it. The reactants are: [F:1][C:2]([F:15])([F:14])[O:3][C:4]1[CH:9]=[CH:8][CH:7]=[CH:6][C:5]=1[NH:10][C:11]([NH2:13])=[S:12].Br[CH2:17][C:18]([C:20]1[S:24][C:23]([CH3:25])=[N:22][C:21]=1[CH3:26])=O.Br. (3) Given the product [CH2:11]([NH:13][CH2:14][CH2:3][C:2]([C:5]1[S:6][CH:7]=[CH:8][CH:9]=1)=[O:4])[CH3:12], predict the reactants needed to synthesize it. The reactants are: Cl.[C:2]([C:5]1[S:6][CH:7]=[CH:8][CH:9]=1)(=[O:4])[CH3:3].Cl.[CH2:11]([NH2:13])[CH3:12].[CH2:14]=O. (4) Given the product [NH2:21][C@H:18]1[CH2:19][CH2:20][N:16]([C@H:6]2[CH2:7][CH2:8][C@@H:9]([N:11]([CH:13]([CH3:15])[CH3:14])[CH3:12])[CH2:10][C@H:5]2[NH:4][C:1](=[O:3])[CH3:2])[C:17]1=[O:32], predict the reactants needed to synthesize it. The reactants are: [C:1]([NH:4][C@@H:5]1[CH2:10][C@H:9]([N:11]([CH:13]([CH3:15])[CH3:14])[CH3:12])[CH2:8][CH2:7][C@@H:6]1[N:16]1[CH2:20][CH2:19][C@H:18]([NH:21]C(=O)OCC2C=CC=CC=2)[C:17]1=[O:32])(=[O:3])[CH3:2].